Dataset: Reaction yield outcomes from USPTO patents with 853,638 reactions. Task: Predict the reaction yield, written as a fraction of the theoretical maximum amount of product (1.0 means a 100% yield; for example, 0.34 means a 34% yield). (1) The reactants are [Cl:1][C:2]1[CH:7]=[CH:6][C:5]([OH:8])=[CH:4][CH:3]=1.C(=O)([O-])[O-].[Cs+].[Cs+].CN(C)CC(O)=O.I[C:23]1[CH:24]=[C:25]([CH:29]([N:31]([O:43][CH3:44])[C:32]([C:34]2[C:35]([CH:40]([F:42])[F:41])=[N:36][N:37]([CH3:39])[CH:38]=2)=[O:33])[CH3:30])[CH:26]=[CH:27][CH:28]=1. The catalyst is CN(C=O)C.O. The product is [Cl:1][C:2]1[CH:7]=[CH:6][C:5]([O:8][C:23]2[CH:24]=[C:25]([CH:29]([N:31]([O:43][CH3:44])[C:32]([C:34]3[C:35]([CH:40]([F:41])[F:42])=[N:36][N:37]([CH3:39])[CH:38]=3)=[O:33])[CH3:30])[CH:26]=[CH:27][CH:28]=2)=[CH:4][CH:3]=1. The yield is 0.280. (2) The reactants are [F:1][C:2]([C:14]1[CH:19]=[CH:18][C:17]([NH2:20])=C[CH:15]=1)([C:10]([F:13])([F:12])[F:11])[C:3]([F:9])([F:8])[C:4]([F:7])([F:6])[F:5].[Cl:21]N1C(=O)CCC1=O.Cl[CH2:30][Cl:31]. No catalyst specified. The product is [Cl:21][C:18]1[CH:19]=[C:14]([C:2]([F:1])([C:10]([F:13])([F:12])[F:11])[C:3]([F:9])([F:8])[C:4]([F:7])([F:6])[F:5])[CH:15]=[C:30]([Cl:31])[C:17]=1[NH2:20]. The yield is 0.940. (3) The reactants are [C:1]([O:5][C:6](=[O:18])[NH:7][CH2:8][C:9]1[CH:14]=[C:13]([F:15])[C:12](N)=[CH:11][C:10]=1[F:17])([CH3:4])([CH3:3])[CH3:2].[CH3:19][S:20](Cl)(=[O:22])=[O:21].N1C=CC=CC=1.Cl. The catalyst is C(Cl)Cl. The product is [C:1]([O:5][C:6](=[O:18])[NH:7][CH2:8][C:9]1[CH:14]=[C:13]([F:15])[C:12]([S:20]([CH3:19])(=[O:22])=[O:21])=[CH:11][C:10]=1[F:17])([CH3:4])([CH3:3])[CH3:2]. The yield is 0.735. (4) The reactants are [CH:1]1[C:10]2[C:5](=[CH:6][CH:7]=[CH:8][CH:9]=2)[CH:4]=[CH:3][C:2]=1[NH:11][CH2:12][CH2:13][NH2:14].C(N(CC)CC)C.[CH:22]([C:24]1[CH:29]=[CH:28][C:27]([S:30](Cl)(=[O:32])=[O:31])=[CH:26][CH:25]=1)=[CH2:23]. The catalyst is C(Cl)Cl. The product is [CH:1]1[C:10]2[C:5](=[CH:6][CH:7]=[CH:8][CH:9]=2)[CH:4]=[CH:3][C:2]=1[NH:11][CH2:12][CH2:13][NH:14][S:30]([C:27]1[CH:28]=[CH:29][C:24]([CH:22]=[CH2:23])=[CH:25][CH:26]=1)(=[O:32])=[O:31]. The yield is 0.290. (5) The reactants are [Br:1][C:2]1[CH:7]=[C:6]([C:8]2[C:9]([C:15]3[CH:20]=[CH:19][C:18]([F:21])=[CH:17][CH:16]=3)=[N:10][O:11][C:12]=2[CH2:13]Br)[CH:5]=[CH:4][N:3]=1.[CH3:22][O-:23].[Na+]. The catalyst is [Cl-].[Na+].O. The product is [Br:1][C:2]1[CH:7]=[C:6]([C:8]2[C:9]([C:15]3[CH:20]=[CH:19][C:18]([F:21])=[CH:17][CH:16]=3)=[N:10][O:11][C:12]=2[CH2:13][O:23][CH3:22])[CH:5]=[CH:4][N:3]=1. The yield is 0.990. (6) The reactants are [Cl:1][C:2]1[N:11]=[CH:10][C:9]2[NH:8][CH2:7][CH:6]3[CH2:12][O:13][CH2:14][CH2:15][N:5]3[C:4]=2[N:3]=1.CC(C)([O-])C.[Na+].[CH3:22][C:23]1[CH:28]=[CH:27][C:26]([S:29](Cl)(=[O:31])=[O:30])=[CH:25][CH:24]=1. The catalyst is CS(C)=O. The product is [Cl:1][C:2]1[N:11]=[CH:10][C:9]2[N:8]([S:29]([C:26]3[CH:27]=[CH:28][C:23]([CH3:22])=[CH:24][CH:25]=3)(=[O:31])=[O:30])[CH2:7][CH:6]3[CH2:12][O:13][CH2:14][CH2:15][N:5]3[C:4]=2[N:3]=1. The yield is 0.140. (7) The reactants are [CH3:1][CH:2]1[CH2:7][CH2:6][N:5]([CH2:8][CH:9]=[C:10]2[CH2:18][CH2:17][CH2:16][C:15]3[N:14]([C:19]4[CH:24]=[CH:23][CH:22]=[CH:21][CH:20]=4)[N:13]=[CH:12][C:11]2=3)[CH2:4][CH2:3]1. The catalyst is CCO.[Pd]. The product is [CH3:1][CH:2]1[CH2:7][CH2:6][N:5]([CH2:8][CH2:9][CH:10]2[CH2:18][CH2:17][CH2:16][C:15]3[N:14]([C:19]4[CH:20]=[CH:21][CH:22]=[CH:23][CH:24]=4)[N:13]=[CH:12][C:11]2=3)[CH2:4][CH2:3]1. The yield is 0.400. (8) The catalyst is C1COCC1. The yield is 0.800. The reactants are [Br:1][C:2]1[CH:7]=[CH:6][CH:5]=[CH:4][C:3]=1[NH:8][C:9](=[O:23])[NH:10][C:11]1[CH:16]=[CH:15][C:14]([CH2:17][C:18]([O:20]C)=[O:19])=[CH:13][C:12]=1[Cl:22].[OH-].[Na+]. The product is [Br:1][C:2]1[CH:7]=[CH:6][CH:5]=[CH:4][C:3]=1[NH:8][C:9](=[O:23])[NH:10][C:11]1[CH:16]=[CH:15][C:14]([CH2:17][C:18]([OH:20])=[O:19])=[CH:13][C:12]=1[Cl:22]. (9) The reactants are [F:1][C:2]1[CH:3]=[C:4]([CH:8]=[CH:9][C:10]2[CH:15]=[CH:14][C:13]([N+:16]([O-])=O)=[CH:12][CH:11]=2)[CH:5]=[CH:6][CH:7]=1. The catalyst is C(OCC)(=O)C.[Pt]. The product is [F:1][C:2]1[CH:3]=[C:4]([CH:8]=[CH:9][C:10]2[CH:11]=[CH:12][C:13]([NH2:16])=[CH:14][CH:15]=2)[CH:5]=[CH:6][CH:7]=1. The yield is 0.620. (10) The product is [Cl:7][C:8]1[CH:9]=[C:10]2[CH:15]=[CH:16][NH:14][C:11]2=[N:12][CH:13]=1. The yield is 0.410. The reactants are CC(C)([O-])C.[K+].[Cl:7][C:8]1[CH:9]=[C:10]([C:15]#[C:16][Si](C)(C)C)[C:11]([NH2:14])=[N:12][CH:13]=1. The catalyst is CN1CCCC1=O.[Cl-].[Na+].O.